From a dataset of Full USPTO retrosynthesis dataset with 1.9M reactions from patents (1976-2016). Predict the reactants needed to synthesize the given product. The reactants are: [C:1]([O:5][C:6](=[O:23])[NH:7][C:8]1[CH:13]=[C:12]([N:14]2[CH2:17][CH2:16][CH2:15]2)[C:11]([C:18]([F:21])([F:20])[F:19])=[CH:10][C:9]=1[NH2:22])([CH3:4])([CH3:3])[CH3:2].C([O:28][C:29](=O)[CH2:30][C:31]([C:33]1[CH:38]=[CH:37][CH:36]=[C:35]([C:39]2[O:43][N:42]=[C:41]([CH3:44])[CH:40]=2)[CH:34]=1)=[O:32])(C)(C)C. Given the product [C:1]([O:5][C:6](=[O:23])[NH:7][C:8]1[CH:13]=[C:12]([N:14]2[CH2:17][CH2:16][CH2:15]2)[C:11]([C:18]([F:20])([F:21])[F:19])=[CH:10][C:9]=1[NH:22][C:29](=[O:28])[CH2:30][C:31]([C:33]1[CH:38]=[CH:37][CH:36]=[C:35]([C:39]2[O:43][N:42]=[C:41]([CH3:44])[CH:40]=2)[CH:34]=1)=[O:32])([CH3:4])([CH3:2])[CH3:3], predict the reactants needed to synthesize it.